Dataset: Forward reaction prediction with 1.9M reactions from USPTO patents (1976-2016). Task: Predict the product of the given reaction. (1) Given the reactants [H-].[Na+].[C:3]1([S:9]([C:12]2[CH:21]=[CH:20][C:15]3[NH:16][CH2:17][CH2:18][O:19][C:14]=3[CH:13]=2)(=[O:11])=[O:10])[CH:8]=[CH:7][CH:6]=[CH:5][CH:4]=1.[CH2:22]([N:29]1[CH2:33][CH2:32][CH:31](OS(C)(=O)=O)[CH2:30]1)[C:23]1[CH:28]=[CH:27][CH:26]=[CH:25][CH:24]=1.O, predict the reaction product. The product is: [C:3]1([S:9]([C:12]2[CH:21]=[CH:20][C:15]3[N:16]([CH:31]4[CH2:32][CH2:33][N:29]([CH2:22][C:23]5[CH:28]=[CH:27][CH:26]=[CH:25][CH:24]=5)[CH2:30]4)[CH2:17][CH2:18][O:19][C:14]=3[CH:13]=2)(=[O:11])=[O:10])[CH:8]=[CH:7][CH:6]=[CH:5][CH:4]=1. (2) Given the reactants Br.C[O:3][C:4]1[CH:5]=[C:6]2[C:10](=[CH:11][CH:12]=1)[N:9]([CH2:13][CH2:14][CH2:15][CH2:16][CH3:17])[CH:8]=[C:7]2[C:18]([C:20]1[C:29]2[C:24](=[CH:25][CH:26]=[CH:27][CH:28]=2)[CH:23]=[CH:22][CH:21]=1)=[O:19], predict the reaction product. The product is: [OH:3][C:4]1[CH:5]=[C:6]2[C:10](=[CH:11][CH:12]=1)[N:9]([CH2:13][CH2:14][CH2:15][CH2:16][CH3:17])[CH:8]=[C:7]2[C:18]([C:20]1[C:29]2[C:24](=[CH:25][CH:26]=[CH:27][CH:28]=2)[CH:23]=[CH:22][CH:21]=1)=[O:19].